Dataset: Catalyst prediction with 721,799 reactions and 888 catalyst types from USPTO. Task: Predict which catalyst facilitates the given reaction. (1) Reactant: [Cl:1][C:2]1[C:3]([CH2:8]O)=[N:4][CH:5]=[CH:6][N:7]=1.[C:10]1(=[O:20])[C:18]2[C:13](=[CH:14][CH:15]=[CH:16][CH:17]=2)[C:12](=[O:19])[NH:11]1.C1(P(C2C=CC=CC=2)C2C=CC=CC=2)C=CC=CC=1.CC(OC(/N=N/C(OC(C)C)=O)=O)C. Product: [Cl:1][C:2]1[C:3]([CH2:8][N:11]2[C:12](=[O:19])[C:13]3[C:18](=[CH:17][CH:16]=[CH:15][CH:14]=3)[C:10]2=[O:20])=[N:4][CH:5]=[CH:6][N:7]=1. The catalyst class is: 1. (2) Reactant: [Br:1][C:2]1[C:10]2[N:9]=[C:8]([CH2:11][F:12])[N:7]([CH2:13][C:14]3[CH:19]=[CH:18][CH:17]=[C:16]([C:20]([F:23])([F:22])[F:21])[C:15]=3[CH3:24])[C:6]=2[CH:5]=[C:4]([NH2:25])[CH:3]=1.[OH-].[Na+].Br[CH2:29][CH2:30][O:31][CH2:32][CH2:33]Br. Product: [Br:1][C:2]1[C:10]2[N:9]=[C:8]([CH2:11][F:12])[N:7]([CH2:13][C:14]3[CH:19]=[CH:18][CH:17]=[C:16]([C:20]([F:23])([F:21])[F:22])[C:15]=3[CH3:24])[C:6]=2[CH:5]=[C:4]([N:25]2[CH2:33][CH2:32][O:31][CH2:30][CH2:29]2)[CH:3]=1. The catalyst class is: 682. (3) Reactant: [C:1]([Mg]Br)#[CH:2].[Cl:5][C:6]1[CH:11]=[C:10]([F:12])[CH:9]=[CH:8][C:7]=1[C:13]([CH3:33])([CH3:32])[CH2:14][C:15](=[O:31])[C:16]([NH:18][C:19]1[CH:20]=[CH:21][C:22]2[C:27](=[O:28])[O:26][N:25]=[C:24]([CH3:29])[C:23]=2[CH:30]=1)=[O:17]. Product: [Cl:5][C:6]1[CH:11]=[C:10]([F:12])[CH:9]=[CH:8][C:7]=1[C:13]([CH3:33])([CH3:32])[CH2:14][C:15]([C:1]#[CH:2])([OH:31])[C:16]([NH:18][C:19]1[CH:20]=[CH:21][C:22]2[C:27](=[O:28])[O:26][N:25]=[C:24]([CH3:29])[C:23]=2[CH:30]=1)=[O:17]. The catalyst class is: 1.